Dataset: Forward reaction prediction with 1.9M reactions from USPTO patents (1976-2016). Task: Predict the product of the given reaction. (1) Given the reactants [C:1]([O:5][C:6]([N:8]1[CH2:11][C:10]([C:13](=O)[CH3:14])([CH3:12])[CH2:9]1)=[O:7])([CH3:4])([CH3:3])[CH3:2].C(OC(N1CC(C)(C(O)=O)C1)=O)(C)(C)C.C(N(CC)CC)C.O.[NH2:39][NH2:40], predict the reaction product. The product is: [C:1]([O:5][C:6]([N:8]1[CH2:11][C:10]([C:13](=[N:39][NH2:40])[CH3:14])([CH3:12])[CH2:9]1)=[O:7])([CH3:4])([CH3:3])[CH3:2]. (2) Given the reactants C[O:2][C:3]([C:5]1[C:13]2[C:8](=[C:9]([Cl:15])[CH:10]=[CH:11][C:12]=2[Cl:14])[N:7]([CH2:16][CH2:17][O:18][CH3:19])[CH:6]=1)=[O:4].O.[OH-].[Li+], predict the reaction product. The product is: [Cl:14][C:12]1[CH:11]=[CH:10][C:9]([Cl:15])=[C:8]2[C:13]=1[C:5]([C:3]([OH:4])=[O:2])=[CH:6][N:7]2[CH2:16][CH2:17][O:18][CH3:19]. (3) Given the reactants [Br:1][C:2]1[C:3]([C:18]#[N:19])=[C:4]([NH:8][S:9]([C:12]2[CH:17]=[CH:16][CH:15]=[CH:14][CH:13]=2)(=[O:11])=[O:10])[CH:5]=[CH:6][CH:7]=1.C([Sn]([N:33]=[N+:34]=[N-:35])(CCCC)CCCC)CCC, predict the reaction product. The product is: [Br:1][C:2]1[C:3]([C:18]2[NH:35][N:34]=[N:33][N:19]=2)=[C:4]([NH:8][S:9]([C:12]2[CH:17]=[CH:16][CH:15]=[CH:14][CH:13]=2)(=[O:11])=[O:10])[CH:5]=[CH:6][CH:7]=1. (4) Given the reactants [CH2:1]([C:3]1[C:4]([C:11]([O:13][CH2:14][C:15]2[CH:20]=[CH:19][CH:18]=[CH:17][CH:16]=2)=[O:12])=[C:5]([CH:9]=[O:10])[NH:6][C:7]=1I)[CH3:2].FC1C=CC(B(O)O)=CC=1.[CH3:31][O:32][C:33]1[CH:38]=[CH:37][CH:36]=[CH:35][C:34]=1B(O)O, predict the reaction product. The product is: [CH2:1]([C:3]1[C:4]([C:11]([O:13][CH2:14][C:15]2[CH:20]=[CH:19][CH:18]=[CH:17][CH:16]=2)=[O:12])=[C:5]([CH:9]=[O:10])[NH:6][C:7]=1[C:34]1[CH:35]=[CH:36][CH:37]=[CH:38][C:33]=1[O:32][CH3:31])[CH3:2]. (5) Given the reactants [Br:1][C:2]1[CH:3]=[N:4][NH:5][CH:6]=1.C([O-])([O-])=O.[Cs+].[Cs+].CS(O[CH:18]1[CH2:23][CH2:22][O:21][CH2:20][CH2:19]1)(=O)=O, predict the reaction product. The product is: [Br:1][C:2]1[CH:3]=[N:4][N:5]([CH:18]2[CH2:23][CH2:22][O:21][CH2:20][CH2:19]2)[CH:6]=1.